Task: Predict the reaction yield, written as a fraction of the theoretical maximum amount of product (1.0 means a 100% yield; for example, 0.34 means a 34% yield).. Dataset: Reaction yield outcomes from USPTO patents with 853,638 reactions (1) The reactants are [CH3:1][O:2][C:3]([C@@H:5]1[CH2:18][C@H:17]([OH:19])[C:16](=[O:20])[C@H:15]2[C@@:6]1([CH3:28])[CH2:7][CH2:8][C@H:9]1[C@:14]2([CH3:21])[CH2:13][C@@H:12]([C:22]2[CH:26]=[CH:25][O:24][CH:23]=2)[O:11][C:10]1=[O:27])=[O:4].C1(P(C2C=CC=CC=2)C2C=CC=CN=2)C=CC=CC=1.[C:48](O)(=[O:50])[CH3:49].CC(OC(/N=N/C(OC(C)(C)C)=O)=O)(C)C. The catalyst is C1COCC1.ClCCl. The product is [CH3:1][O:2][C:3]([C@@H:5]1[CH2:18][C@H:17]([O:19][C:48](=[O:50])[CH3:49])[C:16](=[O:20])[C@H:15]2[C@@:6]1([CH3:28])[CH2:7][CH2:8][C@@H:9]1[C@:14]2([CH3:21])[CH2:13][C@@H:12]([C:22]2[CH:26]=[CH:25][O:24][CH:23]=2)[O:11][C:10]1=[O:27])=[O:4]. The yield is 0.800. (2) The reactants are [NH2:1][CH2:2][CH:3]([OH:5])[CH3:4].O.[C:7](O[C:7]([O:9][C:10]([CH3:13])([CH3:12])[CH3:11])=[O:8])([O:9][C:10]([CH3:13])([CH3:12])[CH3:11])=[O:8].C(OCC)(=O)C. The catalyst is CO. The product is [C:10]([O:9][C:7](=[O:8])[NH:1][CH2:2][CH:3]([OH:5])[CH3:4])([CH3:13])([CH3:12])[CH3:11]. The yield is 0.960. (3) The reactants are Cl[C:2]1[C:7]2[S:8][C:9]([C:11]3[C:16]([Cl:17])=[CH:15][C:14](I)=[CH:13][C:12]=3[Cl:19])=[N:10][C:6]=2[CH:5]=[CH:4][N:3]=1.ClC1C=C(I)C=C(Cl)C=1C(Cl)=[N:24][C:25]1[CH:30]=[CH:29][N:28]=[C:27](Cl)[C:26]=1F.NC(N)=S.N1C=CC=CC=1.C([N:52](CC)CC)C.[CH:57]([OH:60])(C)C. No catalyst specified. The product is [Cl:19][C:12]1[CH:13]=[C:14]([CH2:57][OH:60])[CH:15]=[C:16]([Cl:17])[C:11]=1[C:9]1[S:8][C:7]2[C:2]([NH:52][C:29]3[CH:30]=[C:25]([CH3:26])[N:24]=[CH:27][N:28]=3)=[N:3][CH:4]=[CH:5][C:6]=2[N:10]=1. The yield is 0.840. (4) The reactants are [Cl:1][C:2]1[CH:7]=[CH:6][CH:5]=[C:4]([Cl:8])[C:3]=1[S:9]([NH2:12])(=[O:11])=[O:10].[N+:13]([O-])([OH:15])=[O:14].O. The catalyst is S(=O)(=O)(O)O. The product is [Cl:1][C:2]1[C:7]([N+:13]([O-:15])=[O:14])=[CH:6][CH:5]=[C:4]([Cl:8])[C:3]=1[S:9]([NH2:12])(=[O:10])=[O:11]. The yield is 0.760. (5) The reactants are [C:1]([O:5][C:6]([NH:8][C@H:9]([CH2:14][C:15]1[CH:20]=[CH:19][CH:18]=[CH:17][CH:16]=1)[C:10](OC)=[O:11])=[O:7])([CH3:4])([CH3:3])[CH3:2].CC(C[AlH]CC(C)C)C.C1(C)C=CC=CC=1.C(C(C(C([O-])=O)O)O)([O-])=O.[K+].[Na+]. The catalyst is C1(C)C=CC=CC=1.C(Cl)Cl.CO. The product is [C:1]([O:5][C:6](=[O:7])[NH:8][C@H:9]([CH2:14][C:15]1[CH:20]=[CH:19][CH:18]=[CH:17][CH:16]=1)[CH:10]=[O:11])([CH3:4])([CH3:2])[CH3:3]. The yield is 0.890.